This data is from Full USPTO retrosynthesis dataset with 1.9M reactions from patents (1976-2016). The task is: Predict the reactants needed to synthesize the given product. Given the product [NH2:1][C:2]1[C:3]([C:38]2[CH:37]=[C:32]([CH:31]=[C:30]([OH:29])[CH:39]=2)[C:33]([O:35][CH3:36])=[O:34])=[C:4]([NH:8][C@H:9]([C:11]2[N:16]([C:17]3[CH:22]=[CH:21][CH:20]=[CH:19][CH:18]=3)[C:15](=[O:23])[C:14]3=[C:24]([CH3:27])[CH:25]=[CH:26][N:13]3[N:12]=2)[CH3:10])[N:5]=[CH:6][N:7]=1, predict the reactants needed to synthesize it. The reactants are: [NH2:1][C:2]1[N:7]=[CH:6][N:5]=[C:4]([NH:8][C@H:9]([C:11]2[N:16]([C:17]3[CH:22]=[CH:21][CH:20]=[CH:19][CH:18]=3)[C:15](=[O:23])[C:14]3=[C:24]([CH3:27])[CH:25]=[CH:26][N:13]3[N:12]=2)[CH3:10])[C:3]=1I.[OH:29][C:30]1[CH:31]=[C:32]([CH:37]=[C:38](B2OC(C)(C)C(C)(C)O2)[CH:39]=1)[C:33]([O:35][CH3:36])=[O:34].C(=O)([O-])[O-].[Na+].[Na+].